This data is from Full USPTO retrosynthesis dataset with 1.9M reactions from patents (1976-2016). The task is: Predict the reactants needed to synthesize the given product. (1) Given the product [F:25][C:19]1[C:20]([F:24])=[CH:21][CH:22]=[CH:23][C:18]=1[C:16]1[N:17]=[C:12]2[CH:11]=[N:10][N:9]([CH2:8][C:5]3[N:6]=[N:7][C:2]([C:31]4[CH:32]=[CH:33][C:28]([CH2:26][CH3:27])=[CH:29][CH:30]=4)=[CH:3][CH:4]=3)[CH:14]=[C:13]2[N:15]=1, predict the reactants needed to synthesize it. The reactants are: Cl[C:2]1[N:7]=[N:6][C:5]([CH2:8][N:9]2[CH:14]=[C:13]3[N:15]=[C:16]([C:18]4[CH:23]=[CH:22][CH:21]=[C:20]([F:24])[C:19]=4[F:25])[N:17]=[C:12]3[CH:11]=[N:10]2)=[CH:4][CH:3]=1.[CH2:26]([C:28]1[CH:33]=[CH:32][C:31](B(O)O)=[CH:30][CH:29]=1)[CH3:27]. (2) Given the product [C:1]([O:5][C:6]([N:8]1[CH2:13][CH2:12][N:11]([CH3:15])[CH:10]([CH3:14])[CH2:9]1)=[O:7])([CH3:4])([CH3:2])[CH3:3], predict the reactants needed to synthesize it. The reactants are: [C:1]([O:5][C:6]([N:8]1[CH2:13][CH2:12][NH:11][CH:10]([CH3:14])[CH2:9]1)=[O:7])([CH3:4])([CH3:3])[CH3:2].[CH2:15]=O.Cl.[H][H]. (3) Given the product [Cl:18][C:19]1[CH:20]=[C:21]([CH:25]=[C:26]([Cl:28])[CH:27]=1)[C:22]([NH:17][C:15]1[CH:14]=[CH:13][C:11]2[N:12]=[C:8]([C:4]3[CH:5]=[CH:6][CH:7]=[C:2]([NH:1][C:22](=[O:23])[C:21]4[CH:20]=[C:19]([Cl:18])[CH:27]=[C:26]([Cl:28])[CH:25]=4)[CH:3]=3)[O:9][C:10]=2[CH:16]=1)=[O:23], predict the reactants needed to synthesize it. The reactants are: [NH2:1][C:2]1[CH:3]=[C:4]([C:8]2[O:9][C:10]3[CH:16]=[C:15]([NH2:17])[CH:14]=[CH:13][C:11]=3[N:12]=2)[CH:5]=[CH:6][CH:7]=1.[Cl:18][C:19]1[CH:20]=[C:21]([CH:25]=[C:26]([Cl:28])[CH:27]=1)[C:22](Cl)=[O:23]. (4) Given the product [CH3:1][O:2][C:3]([CH:5]1[CH2:10][C:9]([CH3:12])([CH3:11])[CH2:8][N:7]([C:13](=[O:21])[C:14]2[CH:19]=[CH:18][C:17]([F:20])=[CH:16][CH:15]=2)[CH2:6]1)=[O:4], predict the reactants needed to synthesize it. The reactants are: [CH3:1][O:2][C:3]([C:5]1[CH2:6][N:7]([C:13](=[O:21])[C:14]2[CH:19]=[CH:18][C:17]([F:20])=[CH:16][CH:15]=2)[CH2:8][C:9]([CH3:12])([CH3:11])[CH:10]=1)=[O:4]. (5) Given the product [NH2:8][C:4]1[C:3]([C:23]2[CH:24]=[CH:25][C:20]([O:19][C:26]3[CH:31]=[CH:30][CH:29]=[CH:28][CH:27]=3)=[CH:21][CH:22]=2)=[C:2]([O:17][C:15]2[CH:16]=[C:11]([NH:10][C:35](=[O:38])[CH:36]=[CH2:37])[CH:12]=[CH:13][C:14]=2[F:18])[CH:7]=[CH:6][N:5]=1, predict the reactants needed to synthesize it. The reactants are: Cl[C:2]1[CH:7]=[CH:6][N:5]=[C:4]([NH2:8])[C:3]=1I.[NH2:10][C:11]1[CH:12]=[CH:13][C:14]([F:18])=[C:15]([OH:17])[CH:16]=1.[O:19]([C:26]1[CH:31]=[CH:30][C:29](B(O)O)=[CH:28][CH:27]=1)[C:20]1[CH:25]=[CH:24][CH:23]=[CH:22][CH:21]=1.[C:35](Cl)(=[O:38])[CH:36]=[CH2:37]. (6) Given the product [F:32][C:23]([F:22])([F:31])[C:24]1[CH:28]=[C:27]([CH2:29][NH:30][C:19]([C:10]2[N:9]=[C:8]([C:5]3[CH:4]=[CH:3][C:2]([Cl:1])=[CH:7][CH:6]=3)[C:13]([O:14][CH2:15][CH:16]3[CH2:17][CH2:18]3)=[CH:12][N:11]=2)=[O:21])[O:26][N:25]=1, predict the reactants needed to synthesize it. The reactants are: [Cl:1][C:2]1[CH:7]=[CH:6][C:5]([C:8]2[C:13]([O:14][CH2:15][CH:16]3[CH2:18][CH2:17]3)=[CH:12][N:11]=[C:10]([C:19]([OH:21])=O)[N:9]=2)=[CH:4][CH:3]=1.[F:22][C:23]([F:32])([F:31])[C:24]1[CH:28]=[C:27]([CH2:29][NH2:30])[O:26][N:25]=1. (7) Given the product [C:1]([O:5][C:6]([N:8]1[CH2:12][CH2:11][C@@H:10]([CH2:13][OH:14])[CH2:9]1)=[O:7])([CH3:4])([CH3:3])[CH3:2], predict the reactants needed to synthesize it. The reactants are: [C:1]([O:5][C:6]([N:8]1[CH2:12][CH2:11][C@@H:10]([C:13](O)=[O:14])[CH2:9]1)=[O:7])([CH3:4])([CH3:3])[CH3:2].B.C1COCC1. (8) Given the product [F:1][C:2]1[CH:11]=[CH:10][CH:9]=[C:8]([F:12])[C:3]=1[CH2:4][N:5]1[CH:15]=[C:14]([C:13]([O:17][CH3:18])=[O:16])[N:7]=[N:6]1, predict the reactants needed to synthesize it. The reactants are: [F:1][C:2]1[CH:11]=[CH:10][CH:9]=[C:8]([F:12])[C:3]=1[CH2:4][N:5]=[N+:6]=[N-:7].[C:13]([O:17][CH3:18])(=[O:16])[C:14]#[CH:15].O=C1O[C@H]([C@H](CO)O)C(O)=C1O.